This data is from Full USPTO retrosynthesis dataset with 1.9M reactions from patents (1976-2016). The task is: Predict the reactants needed to synthesize the given product. (1) Given the product [CH3:1][C:2]1([CH3:16])[CH2:8][CH2:7][CH2:6][N:5]([C:29](=[O:30])[CH2:28][N:27]2[C:23](=[O:37])[C:24]3[C:25](=[CH:33][CH:34]=[CH:35][CH:36]=3)[C:26]2=[O:32])[C:4]2[CH:9]=[C:10]([N+:13]([O-:15])=[O:14])[CH:11]=[CH:12][C:3]1=2, predict the reactants needed to synthesize it. The reactants are: [CH3:1][C:2]1([CH3:16])[CH2:8][CH2:7][CH2:6][NH:5][C:4]2[CH:9]=[C:10]([N+:13]([O-:15])=[O:14])[CH:11]=[CH:12][C:3]1=2.N1C=CC=CC=1.[C:23]1(=[O:37])[N:27]([CH2:28][C:29](Cl)=[O:30])[C:26](=[O:32])[C:25]2=[CH:33][CH:34]=[CH:35][CH:36]=[C:24]12. (2) Given the product [CH2:1]([N:8]([CH3:26])[C@@H:9]1[C:13]2=[CH:14][C:15]3[CH:16]=[C:17]([Br:21])[CH:18]=[CH:19][C:20]=3[N:12]2[CH2:11][C@@H:10]1[CH2:22][OH:23])[C:2]1[CH:7]=[CH:6][CH:5]=[CH:4][CH:3]=1, predict the reactants needed to synthesize it. The reactants are: [CH2:1]([NH:8][C@@H:9]1[C:13]2=[CH:14][C:15]3[CH:16]=[C:17]([Br:21])[CH:18]=[CH:19][C:20]=3[N:12]2[CH2:11][C@@H:10]1[CH2:22][OH:23])[C:2]1[CH:7]=[CH:6][CH:5]=[CH:4][CH:3]=1.C=O.[C:26](O[BH-](OC(=O)C)OC(=O)C)(=O)C.[Na+]. (3) Given the product [Si:29]([O:1][CH2:2][C@H:3]([NH:12][C:13](=[O:19])[O:14][C:15]([CH3:16])([CH3:18])[CH3:17])[CH2:4][O:5][CH:6]1[CH2:11][CH2:10][CH2:9][CH2:8][O:7]1)([C:26]([CH3:28])([CH3:27])[CH3:25])([C:36]1[CH:37]=[CH:38][CH:39]=[CH:40][CH:41]=1)[C:30]1[CH:35]=[CH:34][CH:33]=[CH:32][CH:31]=1, predict the reactants needed to synthesize it. The reactants are: [OH:1][CH2:2][C@H:3]([NH:12][C:13](=[O:19])[O:14][C:15]([CH3:18])([CH3:17])[CH3:16])[CH2:4][O:5][CH:6]1[CH2:11][CH2:10][CH2:9][CH2:8][O:7]1.N1C=CN=C1.[CH3:25][C:26]([Si:29](Cl)([C:36]1[CH:41]=[CH:40][CH:39]=[CH:38][CH:37]=1)[C:30]1[CH:35]=[CH:34][CH:33]=[CH:32][CH:31]=1)([CH3:28])[CH3:27].COC1C=CC(C=O)=CC=1.